This data is from Peptide-MHC class I binding affinity with 185,985 pairs from IEDB/IMGT. The task is: Regression. Given a peptide amino acid sequence and an MHC pseudo amino acid sequence, predict their binding affinity value. This is MHC class I binding data. (1) The peptide sequence is VPSATKRWG. The MHC is HLA-B07:02 with pseudo-sequence HLA-B07:02. The binding affinity (normalized) is 0. (2) The peptide sequence is KTGEKSRCY. The MHC is HLA-A32:01 with pseudo-sequence HLA-A32:01. The binding affinity (normalized) is 0.560. (3) The peptide sequence is STTTCEAGV. The MHC is HLA-A02:01 with pseudo-sequence HLA-A02:01. The binding affinity (normalized) is 0.0847.